The task is: Predict the product of the given reaction.. This data is from Forward reaction prediction with 1.9M reactions from USPTO patents (1976-2016). (1) Given the reactants FC(F)(F)C([O-])=O.[NH2:8][C:9]1[CH:17]=[CH:16][C:12]2[N:13]=[CH:14][NH:15][C:11]=2[CH:10]=1.[CH2:18]([O:23][C:24]1[CH:31]=[CH:30][C:27]([CH:28]=O)=[CH:26][CH:25]=1)[CH2:19][CH2:20][CH2:21][CH3:22].[Si](C#N)(C)(C)C.[N:38]1([C:43](N2C=CN=C2)=[O:44])C=CN=[CH:39]1, predict the reaction product. The product is: [NH:13]1[C:12]2[CH:16]=[CH:17][C:9]([N:8]3[CH:28]([C:27]4[CH:30]=[CH:31][C:24]([O:23][CH2:18][CH2:19][CH2:20][CH2:21][CH3:22])=[CH:25][CH:26]=4)[CH2:39][NH:38][C:43]3=[O:44])=[CH:10][C:11]=2[N:15]=[CH:14]1. (2) Given the reactants [Cl:1][C:2]1[CH:3]=[C:4]([C:8]2[N:9]=[C:10]([N:16]3[C:20]4[CH:21]=[C:22]([O:25][CH:26]5[CH2:31][CH2:30][NH:29][CH2:28][CH2:27]5)[CH:23]=[CH:24][C:19]=4[N:18]=[CH:17]3)[S:11][C:12]=2[C:13]([NH2:15])=[O:14])[CH:5]=[CH:6][CH:7]=1.C=O.[C:34](O)(=O)C.C(O[BH-](OC(=O)C)OC(=O)C)(=O)C.[Na+], predict the reaction product. The product is: [Cl:1][C:2]1[CH:3]=[C:4]([C:8]2[N:9]=[C:10]([N:16]3[C:20]4[CH:21]=[C:22]([O:25][CH:26]5[CH2:27][CH2:28][N:29]([CH3:34])[CH2:30][CH2:31]5)[CH:23]=[CH:24][C:19]=4[N:18]=[CH:17]3)[S:11][C:12]=2[C:13]([NH2:15])=[O:14])[CH:5]=[CH:6][CH:7]=1.